Dataset: NCI-60 drug combinations with 297,098 pairs across 59 cell lines. Task: Regression. Given two drug SMILES strings and cell line genomic features, predict the synergy score measuring deviation from expected non-interaction effect. (1) Drug 1: COC1=C(C=C2C(=C1)N=CN=C2NC3=CC(=C(C=C3)F)Cl)OCCCN4CCOCC4. Drug 2: C1=CC(=CC=C1C#N)C(C2=CC=C(C=C2)C#N)N3C=NC=N3. Cell line: A498. Synergy scores: CSS=27.0, Synergy_ZIP=-3.25, Synergy_Bliss=-0.580, Synergy_Loewe=-4.94, Synergy_HSA=-1.07. (2) Drug 1: COC1=NC(=NC2=C1N=CN2C3C(C(C(O3)CO)O)O)N. Drug 2: CCCCC(=O)OCC(=O)C1(CC(C2=C(C1)C(=C3C(=C2O)C(=O)C4=C(C3=O)C=CC=C4OC)O)OC5CC(C(C(O5)C)O)NC(=O)C(F)(F)F)O. Cell line: NCI-H460. Synergy scores: CSS=70.0, Synergy_ZIP=-0.910, Synergy_Bliss=-2.40, Synergy_Loewe=-3.01, Synergy_HSA=0.976. (3) Drug 1: CC1CCC2CC(C(=CC=CC=CC(CC(C(=O)C(C(C(=CC(C(=O)CC(OC(=O)C3CCCCN3C(=O)C(=O)C1(O2)O)C(C)CC4CCC(C(C4)OC)OCCO)C)C)O)OC)C)C)C)OC. Drug 2: CC1CCCC2(C(O2)CC(NC(=O)CC(C(C(=O)C(C1O)C)(C)C)O)C(=CC3=CSC(=N3)C)C)C. Cell line: MDA-MB-435. Synergy scores: CSS=49.5, Synergy_ZIP=0.235, Synergy_Bliss=0.302, Synergy_Loewe=-10.7, Synergy_HSA=0.819. (4) Drug 1: CC(CN1CC(=O)NC(=O)C1)N2CC(=O)NC(=O)C2. Drug 2: C1=CC(=CC=C1CCCC(=O)O)N(CCCl)CCCl. Cell line: OVCAR3. Synergy scores: CSS=40.4, Synergy_ZIP=-2.61, Synergy_Bliss=7.98, Synergy_Loewe=7.13, Synergy_HSA=9.49.